Dataset: Full USPTO retrosynthesis dataset with 1.9M reactions from patents (1976-2016). Task: Predict the reactants needed to synthesize the given product. (1) Given the product [Si:53]([O:70][CH2:71][C:72]1[N:77]=[CH:76][N:75]=[C:74]([CH:78]([CH:85]2[CH2:87][CH2:86]2)[CH2:79][C:80]([O:82][CH2:83][CH3:84])=[O:81])[CH:73]=1)([C:66]([CH3:67])([CH3:68])[CH3:69])([C:54]1[CH:55]=[CH:56][CH:57]=[CH:58][CH:59]=1)[C:60]1[CH:61]=[CH:62][CH:63]=[CH:64][CH:65]=1, predict the reactants needed to synthesize it. The reactants are: C1(P(C2C=CC=CC=2)C2C=CC3C(=CC=CC=3)C=2C2C3C(=CC=CC=3)C=CC=2P(C2C=CC=CC=2)C2C=CC=CC=2)C=CC=CC=1.CC(C)([O-])C.[Na+].[Si:53]([O:70][CH2:71][C:72]1[N:77]=[CH:76][N:75]=[C:74]([C:78]([CH:85]2[CH2:87][CH2:86]2)=[CH:79][C:80]([O:82][CH2:83][CH3:84])=[O:81])[CH:73]=1)([C:66]([CH3:69])([CH3:68])[CH3:67])([C:60]1[CH:65]=[CH:64][CH:63]=[CH:62][CH:61]=1)[C:54]1[CH:59]=[CH:58][CH:57]=[CH:56][CH:55]=1.C(O)(C)(C)C. (2) Given the product [Cl:1][C:2]1[CH:9]=[C:8]([O:10][CH2:11][CH2:12][CH3:13])[CH:7]=[C:6]([F:14])[C:3]=1[CH2:4][O:5][C:28]([N:25]1[CH2:26][CH2:27][N:22]([C:20]([O:19][C:15]([CH3:17])([CH3:16])[CH3:18])=[O:21])[CH2:23][C@H:24]1[CH2:31][CH3:32])=[O:29], predict the reactants needed to synthesize it. The reactants are: [Cl:1][C:2]1[CH:9]=[C:8]([O:10][CH2:11][CH2:12][CH3:13])[CH:7]=[C:6]([F:14])[C:3]=1[CH2:4][OH:5].[C:15]([O:19][C:20]([N:22]1[CH2:27][CH2:26][N:25]([C:28](Cl)=[O:29])[C@H:24]([CH2:31][CH3:32])[CH2:23]1)=[O:21])([CH3:18])([CH3:17])[CH3:16]. (3) Given the product [K+:26].[Br:1][C:2]1[CH:7]=[CH:6][C:5]([CH:8]([C:19]2[CH:20]=[CH:21][N:22]=[CH:23][CH:24]=2)[O:9][CH:10]([CH2:15][CH:16]([CH3:18])[CH3:17])[C:11]([O-:13])=[O:12])=[CH:4][CH:3]=1, predict the reactants needed to synthesize it. The reactants are: [Br:1][C:2]1[CH:7]=[CH:6][C:5]([CH:8]([C:19]2[CH:24]=[CH:23][N:22]=[CH:21][CH:20]=2)[O:9][CH:10]([CH2:15][CH:16]([CH3:18])[CH3:17])[C:11]([O:13]C)=[O:12])=[CH:4][CH:3]=1.[OH-].[K+:26]. (4) Given the product [Cl:11][C:9]1[CH:8]=[CH:7][C:5]2[S:6][C:2]([C:14]#[N:15])=[C:3]([CH3:12])[C:4]=2[CH:10]=1, predict the reactants needed to synthesize it. The reactants are: Br[C:2]1[S:6][C:5]2[CH:7]=[CH:8][C:9]([Cl:11])=[CH:10][C:4]=2[C:3]=1[CH3:12].O.[CH3:14][N:15](C=O)C. (5) Given the product [CH3:10][C:1]1[CH:6]=[C:5]2[C:4]([CH2:7][CH2:8][N:9]=[CH:11]2)=[CH:3][CH:2]=1, predict the reactants needed to synthesize it. The reactants are: [C:1]1([CH3:10])[CH:6]=[CH:5][C:4]([CH2:7][CH2:8][NH2:9])=[CH:3][CH:2]=1.[CH:11]1C=CC(CCN)=CC=1. (6) Given the product [CH3:1][O:2][C:3]1[CH:11]=[CH:10][C:6]([C:7]([NH:21][CH:17]([CH2:18][CH2:19][CH3:20])[CH2:16][CH:14]([CH3:15])[CH3:13])=[O:9])=[CH:5][C:4]=1[CH3:12], predict the reactants needed to synthesize it. The reactants are: [CH3:1][O:2][C:3]1[CH:11]=[CH:10][C:6]([C:7]([OH:9])=O)=[CH:5][C:4]=1[CH3:12].[CH3:13][CH:14]([CH2:16][CH:17]([NH2:21])[CH2:18][CH2:19][CH3:20])[CH3:15].